From a dataset of Forward reaction prediction with 1.9M reactions from USPTO patents (1976-2016). Predict the product of the given reaction. (1) The product is: [OH:8][C:4]1[CH:3]=[C:2]([NH:1][S:29]([C:13]2[CH:14]=[CH:15][C:16]3[C:17](=[O:28])[C:18]4[C:23](=[CH:22][C:21]([S:24]([NH:1][C:2]5[CH:7]=[CH:6][CH:5]=[C:4]([OH:8])[CH:3]=5)(=[O:26])=[O:25])=[CH:20][CH:19]=4)[C:10](=[O:9])[C:11]=3[CH:12]=2)(=[O:31])=[O:30])[CH:7]=[CH:6][CH:5]=1. Given the reactants [NH2:1][C:2]1[CH:3]=[C:4]([OH:8])[CH:5]=[CH:6][CH:7]=1.[O:9]=[C:10]1[C:23]2[CH:22]=[C:21]([S:24](Cl)(=[O:26])=[O:25])[CH:20]=[CH:19][C:18]=2[C:17](=[O:28])[C:16]2[C:11]1=[CH:12][C:13]([S:29](Cl)(=[O:31])=[O:30])=[CH:14][CH:15]=2, predict the reaction product. (2) Given the reactants [CH3:1][C:2]1[O:6][N:5]=[C:4]([C:7]2[CH:12]=[CH:11][CH:10]=[CH:9][N:8]=2)[C:3]=1[CH2:13][O:14][C:15]1[CH:23]=[CH:22][C:18]([C:19](O)=[O:20])=[CH:17][N:16]=1.ClC1C=C(C2C(COC3C=CC(C(O)=O)=CN=3)=C(C)ON=2)C=CC=1.[NH2:48][CH:49]([OH:51])[CH3:50], predict the reaction product. The product is: [OH:20][CH2:19][CH2:18][C:17]1[N:16]=[C:15]([O:14][CH2:13][C:3]2[C:4]([C:7]3[CH:12]=[CH:11][CH:10]=[CH:9][N:8]=3)=[N:5][O:6][C:2]=2[CH3:1])[CH:23]=[CH:22][C:50]=1[C:49]([NH2:48])=[O:51]. (3) Given the reactants [Cl:1][C:2]([Cl:52])([Cl:51])[CH2:3][O:4][C:5]([C@@H:7]1[CH2:12][CH2:11][CH2:10][N:9]([C:13](=[O:50])[C@@H:14]([NH:35][C:36](=[O:49])[C@@H:37]([NH:41][C:42]([O:44]C(C)(C)C)=O)[CH:38]([CH3:40])[CH3:39])[C@H:15]([O:17][Si:18]([C:31]([CH3:34])([CH3:33])[CH3:32])([C:25]2[CH:30]=[CH:29][CH:28]=[CH:27][CH:26]=2)[C:19]2[CH:24]=[CH:23][CH:22]=[CH:21][CH:20]=2)[CH3:16])[NH:8]1)=[O:6].FC(F)(F)S(O[Si](C)(C)C)(=O)=O.C(N(CC)C(C)C)(C)C.[C:74]([O:77][C@@H:78]([C:80]1[CH:89]=[CH:88][C:87]2[C:82](=[CH:83][C:84](/[CH:90]=[CH:91]/[C:92](C)([CH3:96])[C:93](O)=O)=[CH:85][CH:86]=2)[N:81]=1)[CH3:79])(=[O:76])[CH3:75].C[NH3+].F[P-](F)(F)(F)(F)F.N1(OC(N(C)C)=[N+](C)C)C2N=CC=CC=2N=N1.F[P-](F)(F)(F)(F)F, predict the reaction product. The product is: [Cl:1][C:2]([Cl:51])([Cl:52])[CH2:3][O:4][C:5]([C@@H:7]1[CH2:12][CH2:11][CH2:10][N:9]([C:13](=[O:50])[C@@H:14]([NH:35][C:36](=[O:49])[C@@H:37]([NH:41][C:42](=[O:44])[C:92]([CH3:96])([CH3:93])/[CH:91]=[CH:90]/[C:84]2[CH:83]=[C:82]3[C:87]([CH:88]=[CH:89][C:80]([C@H:78]([O:77][C:74](=[O:76])[CH3:75])[CH3:79])=[N:81]3)=[CH:86][CH:85]=2)[CH:38]([CH3:40])[CH3:39])[C@H:15]([O:17][Si:18]([C:31]([CH3:34])([CH3:32])[CH3:33])([C:25]2[CH:30]=[CH:29][CH:28]=[CH:27][CH:26]=2)[C:19]2[CH:24]=[CH:23][CH:22]=[CH:21][CH:20]=2)[CH3:16])[NH:8]1)=[O:6]. (4) The product is: [ClH:1].[ClH:1].[CH2:3]([C:7]1[N:8]=[N:9][C:10]([O:32][CH:33]2[CH2:38][CH2:37][N:36]([CH3:42])[CH2:35][CH2:34]2)=[CH:11][C:12]=1[C:13]1[CH:18]=[CH:17][C:16]([O:19][CH:20]2[CH2:21][CH2:22][CH2:23][CH2:24][CH2:25]2)=[C:15]([C:26]2[N:27]=[N:28][N:29]([CH3:31])[N:30]=2)[CH:14]=1)[CH2:4][CH2:5][CH3:6]. Given the reactants [ClH:1].Cl.[CH2:3]([C:7]1[N:8]=[N:9][C:10]([O:32][CH:33]2[CH2:38][CH2:37][NH:36][CH2:35][CH2:34]2)=[CH:11][C:12]=1[C:13]1[CH:18]=[CH:17][C:16]([O:19][CH:20]2[CH2:25][CH2:24][CH2:23][CH2:22][CH2:21]2)=[C:15]([C:26]2[N:27]=[N:28][N:29]([CH3:31])[N:30]=2)[CH:14]=1)[CH2:4][CH2:5][CH3:6].C=O.O.[C:42](O[BH-](OC(=O)C)OC(=O)C)(=O)C.[Na+], predict the reaction product. (5) Given the reactants [N:1]([CH2:4][C:5]1[CH:10]=[CH:9][C:8]([F:11])=[CH:7][C:6]=1[S:12]([N:15]([CH3:17])[CH3:16])(=[O:14])=[O:13])=[N+]=[N-].[H][H], predict the reaction product. The product is: [NH2:1][CH2:4][C:5]1[CH:10]=[CH:9][C:8]([F:11])=[CH:7][C:6]=1[S:12]([N:15]([CH3:17])[CH3:16])(=[O:13])=[O:14]. (6) Given the reactants [NH2:1][C:2]1[CH:7]=[CH:6][C:5]([N:8]2[CH2:12][CH2:11][CH:10]([N:13]([CH3:15])[CH3:14])[CH2:9]2)=[CH:4][CH:3]=1.C[O:17][C:18](=O)[C:19]1[CH:24]=[C:23]([O:25][CH2:26]CCC)[CH:22]=[CH:21][C:20]=1/[N:30]=[CH:31]\C(C)C, predict the reaction product. The product is: [CH3:14][N:13]([CH3:15])[CH:10]1[CH2:11][CH2:12][N:8]([C:5]2[CH:6]=[CH:7][C:2]([N:1]3[C:18](=[O:17])[C:19]4[C:20](=[CH:21][CH:22]=[C:23]([O:25][CH3:26])[CH:24]=4)[N:30]=[CH:31]3)=[CH:3][CH:4]=2)[CH2:9]1. (7) Given the reactants [H-].[Na+].[C:3]([O:11][CH2:12][CH3:13])(=[O:10])[CH2:4][C:5]([O:7][CH2:8][CH3:9])=[O:6].[Br:14][C:15]1[CH:20]=[C:19]([CH3:21])[C:18]([CH2:22]Cl)=[CH:17][C:16]=1[CH3:24], predict the reaction product. The product is: [Br:14][C:15]1[C:16]([CH3:24])=[CH:17][C:18]([CH2:22][CH:4]([C:5]([O:7][CH2:8][CH3:9])=[O:6])[C:3]([O:11][CH2:12][CH3:13])=[O:10])=[C:19]([CH3:21])[CH:20]=1.